This data is from Experimentally validated miRNA-target interactions with 360,000+ pairs, plus equal number of negative samples. The task is: Binary Classification. Given a miRNA mature sequence and a target amino acid sequence, predict their likelihood of interaction. The miRNA is mmu-miR-3095-3p with sequence UGGACACUGGAGAGAGAGCUUUU. The protein sequence of the target gene is MSPSAKKRPKNSRVSKMQDEKLRDETEQPVSKVIERNRLRTVLKNLSLLKLLKSSNRRIQELHKLAKRCWHSLLSVPKILRISSGENSACNKTKQNNEEFQEIGCSEKELKSKKLESTGDPKKKEYKEWKSQVQSGMRNKEKTSLAAMPRKEKHIEPEVPRTSRDDSLNPGVQGRQPLTEGPRVIFIKPYRNRTPMGHMKQLDVADQWIWFEGLPTRIHLPAPRVMCRSSTLRWVKRRCTRFCSASLEMPMWHPYKVDVTWTRARGASRGWRSRHQLKGRNGWRNSRVYK. Result: 0 (no interaction).